This data is from Reaction yield outcomes from USPTO patents with 853,638 reactions. The task is: Predict the reaction yield, written as a fraction of the theoretical maximum amount of product (1.0 means a 100% yield; for example, 0.34 means a 34% yield). (1) The reactants are [CH3:1][O:2][C:3]([C:5]1[S:6][C:7]([C:23]#[C:24][C:25]([CH3:28])([CH3:27])[CH3:26])=[CH:8][C:9]=1[NH:10][C@@H:11]([CH3:22])[CH2:12][CH2:13][O:14][Si](C(C)(C)C)(C)C)=[O:4].CCCC[N+](CCCC)(CCCC)CCCC.[F-]. The catalyst is C1COCC1. The product is [CH3:1][O:2][C:3]([C:5]1[S:6][C:7]([C:23]#[C:24][C:25]([CH3:26])([CH3:28])[CH3:27])=[CH:8][C:9]=1[NH:10][C@@H:11]([CH3:22])[CH2:12][CH2:13][OH:14])=[O:4]. The yield is 0.730. (2) The reactants are [OH:1][C:2]([C:5]1[CH:12]=[CH:11][C:8]([C:9]#[N:10])=[CH:7][CH:6]=1)([CH3:4])[CH3:3].[H-].[H-].[H-].[H-].[Li+].[Al+3]. The catalyst is C1COCC1. The product is [NH2:10][CH2:9][C:8]1[CH:11]=[CH:12][C:5]([C:2]([OH:1])([CH3:3])[CH3:4])=[CH:6][CH:7]=1. The yield is 0.950.